Predict the reactants needed to synthesize the given product. From a dataset of Full USPTO retrosynthesis dataset with 1.9M reactions from patents (1976-2016). (1) Given the product [NH:1]([C:6]([CH3:8])=[O:7])[CH2:2][C:3]([NH:24][CH2:25][CH2:26][C:27]([O:29][CH2:30][C:31]1[CH:36]=[CH:35][CH:34]=[CH:33][CH:32]=1)=[O:28])=[O:5], predict the reactants needed to synthesize it. The reactants are: [NH:1]([C:6]([CH3:8])=[O:7])[CH2:2][C:3]([OH:5])=O.C(N(CC)CC)C.C(OC(Cl)=O)C(C)C.[NH2:24][CH2:25][CH2:26][C:27]([O:29][CH2:30][C:31]1[CH:36]=[CH:35][CH:34]=[CH:33][CH:32]=1)=[O:28].CC1C=CC(S(O)(=O)=O)=CC=1. (2) Given the product [Cl:17][C:18]1[CH:37]=[CH:36][C:35]([O:38][CH3:39])=[CH:34][C:19]=1[NH:20][C:21]1[C:30]2[C:25](=[CH:26][CH:27]=[CH:28][C:29]=2[O:31][CH2:41][CH2:42][CH2:43][N:44]2[CH2:49][CH2:48][O:47][CH2:46][CH2:45]2)[N:24]=[CH:23][N:22]=1, predict the reactants needed to synthesize it. The reactants are: N(C(OC(C)(C)C)=O)=NC(OC(C)(C)C)=O.[Cl:17][C:18]1[CH:37]=[CH:36][C:35]([O:38][CH3:39])=[CH:34][C:19]=1[NH:20][C:21]1[C:30]2[C:25](=[CH:26][C:27](OC)=[CH:28][C:29]=2[OH:31])[N:24]=[CH:23][N:22]=1.O[CH2:41][CH2:42][CH2:43][N:44]1[CH2:49][CH2:48][O:47][CH2:46][CH2:45]1.C1(P(C2C=CC=CC=2)C2C=CC=CC=2)C=CC=CC=1. (3) Given the product [N:22]1([C:3]2[C:2]([C:31]3[CH:30]=[N:29][CH:34]=[CH:33][CH:32]=3)=[CH:21][C:6]([C:7]([NH:9][C:10]3[CH:15]=[CH:14][C:13]([O:16][C:17]([F:20])([F:19])[F:18])=[CH:12][CH:11]=3)=[O:8])=[CH:5][N:4]=2)[CH2:28][CH2:27][CH2:26][NH:25][CH2:24][CH2:23]1, predict the reactants needed to synthesize it. The reactants are: Br[C:2]1[C:3]([N:22]2[CH2:28][CH2:27][CH2:26][NH:25][CH2:24][CH2:23]2)=[N:4][CH:5]=[C:6]([CH:21]=1)[C:7]([NH:9][C:10]1[CH:15]=[CH:14][C:13]([O:16][C:17]([F:20])([F:19])[F:18])=[CH:12][CH:11]=1)=[O:8].[N:29]1[CH:34]=[CH:33][CH:32]=[C:31](B(O)O)[CH:30]=1.C([O-])([O-])=O.[Na+].[Na+].CCO. (4) The reactants are: Cl[C:2]1[N:11]=[C:10]([NH:12][CH2:13][C:14]2([C:20]3[CH:25]=[CH:24][CH:23]=[CH:22][CH:21]=3)[CH2:19][CH2:18][CH2:17][CH2:16][CH2:15]2)[C:9]2[C:4](=[CH:5][CH:6]=[CH:7][CH:8]=2)[N:3]=1.[CH2:26]([NH2:28])[CH3:27]. Given the product [CH2:26]([NH:28][C:2]1[N:11]=[C:10]([NH:12][CH2:13][C:14]2([C:20]3[CH:21]=[CH:22][CH:23]=[CH:24][CH:25]=3)[CH2:19][CH2:18][CH2:17][CH2:16][CH2:15]2)[C:9]2[C:4](=[CH:5][CH:6]=[CH:7][CH:8]=2)[N:3]=1)[CH3:27], predict the reactants needed to synthesize it. (5) Given the product [C:24]1([CH3:34])[CH:25]=[CH:26][C:27]([S:30]([OH:33])(=[O:31])=[O:32])=[CH:28][CH:29]=1.[CH3:23][O:22][C:17]1[CH:18]=[CH:19][CH:20]=[CH:21][C:16]=1[C:8]1[CH:7]=[C:6]([OH:5])[C:15]2[C:10](=[CH:11][CH:12]=[CH:13][CH:14]=2)[N:9]=1, predict the reactants needed to synthesize it. The reactants are: C([O:5][C:6]1[C:15]2[C:10](=[CH:11][CH:12]=[CH:13][CH:14]=2)[N:9]=[C:8]([C:16]2[CH:21]=[CH:20][CH:19]=[CH:18][C:17]=2[O:22][CH3:23])[CH:7]=1)(C)(C)C.[C:24]1([CH3:34])[CH:29]=[CH:28][C:27]([S:30]([OH:33])(=[O:32])=[O:31])=[CH:26][CH:25]=1. (6) Given the product [C:20]1([CH3:23])[CH:19]=[CH:18][C:17]([N:9]2[C:8]([NH2:7])=[CH:12][C:11]([Si:13]([CH3:16])([CH3:15])[CH3:14])=[N:10]2)=[CH:22][CH:21]=1, predict the reactants needed to synthesize it. The reactants are: C(OC(=O)[NH:7][C:8]1[N:9]([C:17]2[CH:22]=[CH:21][C:20]([CH3:23])=[CH:19][CH:18]=2)[N:10]=[C:11]([Si:13]([CH3:16])([CH3:15])[CH3:14])[CH:12]=1)(C)(C)C.Cl.O1CCOCC1. (7) Given the product [CH2:21]([O:17][C:12]1[CH:25]=[CH:14][CH:15]=[C:16]2[C:11]=1[CH:10]=[C:9]([CH3:18])[N:8]2[CH2:1][C:2]1[CH:7]=[CH:6][CH:5]=[CH:4][CH:3]=1)[CH:22]=[CH2:23], predict the reactants needed to synthesize it. The reactants are: [CH2:1]([N:8]1[C:16]2[CH:15]=[CH:14]N[C:12](=[O:17])[C:11]=2[CH:10]=[C:9]1[CH3:18])[C:2]1[CH:7]=[CH:6][CH:5]=[CH:4][CH:3]=1.[H-].[Na+].[CH2:21](Br)[CH:22]=[CH2:23].[CH3:25]N(C)C=O.